From a dataset of Forward reaction prediction with 1.9M reactions from USPTO patents (1976-2016). Predict the product of the given reaction. (1) The product is: [ClH:36].[ClH:38].[F:25][C:22]1[CH:23]=[CH:24][C:19]([C:17]2[N:18]=[C:14]([CH:11]3[CH2:12][CH2:13][NH:8][CH2:9][CH2:10]3)[N:15]([CH2:30][CH2:31][N:32]([CH3:34])[CH3:33])[CH:16]=2)=[CH:20][C:21]=1[C:26]([F:27])([F:28])[F:29]. Given the reactants C(OC([N:8]1[CH2:13][CH2:12][CH:11]([C:14]2[N:15]([CH2:30][CH2:31][N:32]([CH3:34])[CH3:33])[CH:16]=[C:17]([C:19]3[CH:24]=[CH:23][C:22]([F:25])=[C:21]([C:26]([F:29])([F:28])[F:27])[CH:20]=3)[N:18]=2)[CH2:10][CH2:9]1)=O)(C)(C)C.C(Cl)[Cl:36].[ClH:38].CO, predict the reaction product. (2) Given the reactants [OH:1][C@@H:2]([C@H:4]1[C:24](=[O:25])[N:6]2[C:7]([C:21]([O-:23])=[O:22])=[C:8]([S:11]/[CH:12]=[CH:13]\[C:14]3[S:18][CH:17]=[N:16][C:15]=3[CH2:19][OH:20])[C@H:9]([CH3:10])[C@H:5]12)[CH3:3].[Na+].[CH2:27]([O:32][C:33]([O:35][CH:36](I)[CH3:37])=[O:34])[C:28]([CH3:31])([CH3:30])[CH3:29], predict the reaction product. The product is: [OH:1][C@@H:2]([C@H:4]1[C:24](=[O:25])[N:6]2[C:7]([C:21]([O:23][CH:36]([O:35][C:33]([O:32][CH2:27][C:28]([CH3:29])([CH3:31])[CH3:30])=[O:34])[CH3:37])=[O:22])=[C:8]([S:11]/[CH:12]=[CH:13]\[C:14]3[S:18][CH:17]=[N:16][C:15]=3[CH2:19][OH:20])[C@H:9]([CH3:10])[C@H:5]12)[CH3:3]. (3) Given the reactants C(N(CC)CC)C.[C:8]([O:12][C:13]([N:15]([C:23]1[C:28]([C:29]#[CH:30])=[N:27][C:26]([C:31]2[CH:36]=[CH:35][C:34]([S:37]([CH:40]([CH3:42])[CH3:41])(=[O:39])=[O:38])=[CH:33][CH:32]=2)=[CH:25][N:24]=1)[C:16](=[O:22])[O:17][C:18]([CH3:21])([CH3:20])[CH3:19])=[O:14])([CH3:11])([CH3:10])[CH3:9].[Cl:43][CH2:44][C:45]1[CH:54]=[CH:53][C:48]([C:49](Cl)=[N:50][OH:51])=[CH:47][CH:46]=1, predict the reaction product. The product is: [C:8]([O:12][C:13]([N:15]([C:23]1[C:28]([C:29]2[O:51][N:50]=[C:49]([C:48]3[CH:53]=[CH:54][C:45]([CH2:44][Cl:43])=[CH:46][CH:47]=3)[CH:30]=2)=[N:27][C:26]([C:31]2[CH:32]=[CH:33][C:34]([S:37]([CH:40]([CH3:42])[CH3:41])(=[O:39])=[O:38])=[CH:35][CH:36]=2)=[CH:25][N:24]=1)[C:16](=[O:22])[O:17][C:18]([CH3:20])([CH3:21])[CH3:19])=[O:14])([CH3:9])([CH3:10])[CH3:11]. (4) Given the reactants C(=O)([O-])[O-].[K+].[K+].[I-].[Na+].[N+:9]([C:12]1[CH:17]=[CH:16][C:15]([C:18]2[CH2:19][CH2:20][NH:21][CH2:22][CH:23]=2)=[CH:14][CH:13]=1)([O-:11])=[O:10].Cl[CH2:25][CH2:26][C@@H:27]([O:34][C:35]1[CH:40]=[CH:39][C:38]([O:41][CH3:42])=[C:37]([O:43][CH3:44])[CH:36]=1)[C:28]1[CH:33]=[CH:32][CH:31]=[CH:30][CH:29]=1, predict the reaction product. The product is: [CH3:44][O:43][C:37]1[CH:36]=[C:35]([CH:40]=[CH:39][C:38]=1[O:41][CH3:42])[O:34][C@@H:27]([C:28]1[CH:33]=[CH:32][CH:31]=[CH:30][CH:29]=1)[CH2:26][CH2:25][N:21]1[CH2:20][CH:19]=[C:18]([C:15]2[CH:16]=[CH:17][C:12]([N+:9]([O-:11])=[O:10])=[CH:13][CH:14]=2)[CH2:23][CH2:22]1. (5) Given the reactants [Br:1][C:2]1[CH:7]=[CH:6][C:5]([NH:8][C:9]2[N:13]([CH2:14][CH2:15][CH2:16][CH2:17]O)[C:12]3[C:19]([CH:24]([CH2:27][CH3:28])[CH2:25][CH3:26])=[CH:20][CH:21]=[C:22]([Cl:23])[C:11]=3[N:10]=2)=[C:4]([CH3:29])[CH:3]=1.CS(Cl)(=O)=O.S([O-])(=O)(=O)C.C(=O)([O-])[O-].[K+].[K+], predict the reaction product. The product is: [Br:1][C:2]1[CH:7]=[CH:6][C:5]([N:8]2[C:9]3=[N:10][C:11]4[C:22]([Cl:23])=[CH:21][CH:20]=[C:19]([CH:24]([CH2:27][CH3:28])[CH2:25][CH3:26])[C:12]=4[N:13]3[CH2:14][CH2:15][CH2:16][CH2:17]2)=[C:4]([CH3:29])[CH:3]=1.